From a dataset of Acute oral toxicity (LD50) regression data from Zhu et al.. Regression/Classification. Given a drug SMILES string, predict its toxicity properties. Task type varies by dataset: regression for continuous values (e.g., LD50, hERG inhibition percentage) or binary classification for toxic/non-toxic outcomes (e.g., AMES mutagenicity, cardiotoxicity, hepatotoxicity). Dataset: ld50_zhu. (1) The rat oral LD50 is 2.74, given as -log10 of the dose in mol/kg body weight (higher means more acutely toxic). The drug is CN1c2ccccc2Sc2ccc(CC(=O)O)cc21. (2) The drug is CC(=S)Nc1ccccc1. The rat oral LD50 is 1.76, given as -log10 of the dose in mol/kg body weight (higher means more acutely toxic). (3) The molecule is O=C(OCCCl)c1ccccc1C(=O)OCCCl. The rat oral LD50 is 2.60, given as -log10 of the dose in mol/kg body weight (higher means more acutely toxic).